Dataset: Forward reaction prediction with 1.9M reactions from USPTO patents (1976-2016). Task: Predict the product of the given reaction. (1) The product is: [F:37][C:33]1[CH:34]=[C:35]2[C:30](=[CH:31][CH:32]=1)[N:29]([C:38]1[CH:43]=[CH:42][C:41]([CH3:44])=[CH:40][CH:39]=1)[C:28](=[O:45])[CH:27]([CH2:26][CH2:25][CH2:24][NH:2][CH3:1])[CH2:36]2. Given the reactants [CH3:1][NH:2]CCCC1CC2C(=CC=CC=2)N(C2C=CC=CC=2)C1=O.Cl[CH2:24][CH2:25][CH2:26][CH:27]1[CH2:36][C:35]2[C:30](=[CH:31][CH:32]=[C:33]([F:37])[CH:34]=2)[N:29]([C:38]2[CH:43]=[CH:42][C:41]([CH3:44])=[CH:40][CH:39]=2)[C:28]1=[O:45], predict the reaction product. (2) Given the reactants Br[C:2]1[CH:7]=[CH:6][N:5]=[C:4]2[N:8]([S:24]([C:27]3[CH:32]=[CH:31][CH:30]=[CH:29][CH:28]=3)(=[O:26])=[O:25])[C:9]([C:11]3[CH:16]=[CH:15][C:14]([CH2:17][N:18]4[CH2:23][CH2:22][O:21][CH2:20][CH2:19]4)=[CH:13][CH:12]=3)=[CH:10][C:3]=12.[N+:33]([C:36]1[CH:41]=[CH:40][C:39]([C:42]2[C:46](B3OC(C)(C)C(C)(C)O3)=[CH:45][N:44]([CH2:56][CH2:57][OH:58])[N:43]=2)=[CH:38][CH:37]=1)([O-:35])=[O:34], predict the reaction product. The product is: [N+:33]([C:36]1[CH:37]=[CH:38][C:39]([C:42]2[C:46]([C:2]3[CH:7]=[CH:6][N:5]=[C:4]4[N:8]([S:24]([C:27]5[CH:28]=[CH:29][CH:30]=[CH:31][CH:32]=5)(=[O:26])=[O:25])[C:9]([C:11]5[CH:12]=[CH:13][C:14]([CH2:17][N:18]6[CH2:19][CH2:20][O:21][CH2:22][CH2:23]6)=[CH:15][CH:16]=5)=[CH:10][C:3]=34)=[CH:45][N:44]([CH2:56][CH2:57][OH:58])[N:43]=2)=[CH:40][CH:41]=1)([O-:35])=[O:34]. (3) Given the reactants [NH:1]1[C:9]2[C:4](=[CH:5][CH:6]=[CH:7][CH:8]=2)[C:3](/[CH:10]=[C:11]2\[O:12][C:13]3[C:20]([CH2:21][N:22]([CH3:40])[CH2:23][CH2:24][CH2:25][CH2:26][CH2:27][CH2:28][CH2:29][CH2:30][N:31](C)[C:32](=O)OC(C)(C)C)=[C:19]([OH:41])[CH:18]=[CH:17][C:14]=3[C:15]\2=[O:16])=[CH:2]1.Cl, predict the reaction product. The product is: [NH:1]1[C:9]2[C:4](=[CH:5][CH:6]=[CH:7][CH:8]=2)[C:3](/[CH:10]=[C:11]2\[O:12][C:13]3[C:20]([CH2:21][N:22]([CH3:40])[CH2:23][CH2:24][CH2:25][CH2:26][CH2:27][CH2:28][CH2:29][CH2:30][NH:31][CH3:32])=[C:19]([OH:41])[CH:18]=[CH:17][C:14]=3[C:15]\2=[O:16])=[CH:2]1. (4) Given the reactants [C:1]([C:3]1[CH:8]=[C:7]([N:9]2[CH:13]=[N:12][N:11]=[N:10]2)[CH:6]=[CH:5][C:4]=1[CH2:14][C:15]([O:17]C(C)(C)C)=[O:16])#[N:2].C1(SC)C=CC=CC=1.C(O)(C(F)(F)F)=O, predict the reaction product. The product is: [C:1]([C:3]1[CH:8]=[C:7]([N:9]2[CH:13]=[N:12][N:11]=[N:10]2)[CH:6]=[CH:5][C:4]=1[CH2:14][C:15]([OH:17])=[O:16])#[N:2].